Dataset: Forward reaction prediction with 1.9M reactions from USPTO patents (1976-2016). Task: Predict the product of the given reaction. (1) The product is: [CH2:2]([N:8]1[CH2:13][CH2:12][CH2:11][CH2:10][CH2:9]1)[CH2:3][CH2:4][CH2:5][C:6]#[CH:7]. Given the reactants Cl[CH2:2][CH2:3][CH2:4][CH2:5][C:6]#[CH:7].[NH:8]1[CH2:13][CH2:12][CH2:11][CH2:10][CH2:9]1.C(=O)([O-])O.[Na+], predict the reaction product. (2) Given the reactants [H-].[Na+].[CH2:3]([N:5]([CH2:9][CH3:10])[CH2:6][CH2:7][OH:8])[CH3:4].F[C:12]1[CH:17]=[CH:16][C:15]([N+:18]([O-:20])=[O:19])=[CH:14][CH:13]=1, predict the reaction product. The product is: [CH2:3]([N:5]([CH2:9][CH3:10])[CH2:6][CH2:7][O:8][C:12]1[CH:17]=[CH:16][C:15]([N+:18]([O-:20])=[O:19])=[CH:14][CH:13]=1)[CH3:4]. (3) Given the reactants [C:1]1([C:7]2[CH:8]=[C:9]3[CH2:15][C:14](=[O:16])[NH:13][C:10]3=[N:11][CH:12]=2)[CH:6]=[CH:5][CH:4]=[CH:3][CH:2]=1.[C:17]([O:20][CH:21](OCC)OCC)(=O)[CH3:18], predict the reaction product. The product is: [CH2:17]([O:20][CH:21]=[C:15]1[C:9]2[C:10](=[N:11][CH:12]=[C:7]([C:1]3[CH:2]=[CH:3][CH:4]=[CH:5][CH:6]=3)[CH:8]=2)[NH:13][C:14]1=[O:16])[CH3:18]. (4) Given the reactants Br[C:2]1[CH:3]=[C:4]2[C:10](I)=[N:9][N:8](C3CCCCO3)[C:5]2=[CH:6][N:7]=1.[F:18][C:19]([F:30])([F:29])[C:20]1[CH:21]=[C:22](B(O)O)[CH:23]=[CH:24][CH:25]=1.[N:31]1[CH:36]=[CH:35][CH:34]=[C:33](B2OC(C)(C)C(C)(C)O2)[CH:32]=1, predict the reaction product. The product is: [N:31]1[CH:36]=[CH:35][CH:34]=[C:33]([C:2]2[CH:3]=[C:4]3[C:10]([C:24]4[CH:23]=[CH:22][CH:21]=[C:20]([C:19]([F:30])([F:29])[F:18])[CH:25]=4)=[N:9][NH:8][C:5]3=[CH:6][N:7]=2)[CH:32]=1. (5) Given the reactants [CH3:1][O:2][C:3]1[CH:8]=[CH:7][C:6]([N:9]2[CH2:14][CH2:13][NH:12][CH2:11][CH2:10]2)=[CH:5][CH:4]=1.[C:15]1([C:23]2[CH:28]=[CH:27][CH:26]=[CH:25][CH:24]=2)[C:16]([CH:21]=O)=[CH:17][CH:18]=[CH:19][CH:20]=1.[BH-](OC(C)=O)(OC(C)=O)OC(C)=O.[Na+].C1(C2C=CC=CC=2)C=CC=CC=1CN1CCN(C2C=CC=CC=2)CC1, predict the reaction product. The product is: [C:15]1([C:23]2[CH:24]=[CH:25][CH:26]=[CH:27][CH:28]=2)[CH:20]=[CH:19][CH:18]=[CH:17][C:16]=1[CH2:21][N:12]1[CH2:13][CH2:14][N:9]([C:6]2[CH:5]=[CH:4][C:3]([O:2][CH3:1])=[CH:8][CH:7]=2)[CH2:10][CH2:11]1. (6) Given the reactants C(N(CC)CC)C.[Cl:8][C:9]1[CH:14]=[CH:13][C:12]([O:15][C:16]2[CH:21]=[CH:20][C:19]([C:22]#[CH:23])=[CH:18][CH:17]=2)=[CH:11][C:10]=1[C:24]([F:27])([F:26])[F:25].Cl[C:29]1[CH:39]=[C:33]2[N:34]([CH3:38])[CH2:35][CH2:36][CH2:37][N:32]2[C:31](=[O:40])[N:30]=1, predict the reaction product. The product is: [Cl:8][C:9]1[CH:14]=[CH:13][C:12]([O:15][C:16]2[CH:17]=[CH:18][C:19]([C:22]#[C:23][C:29]3[CH:39]=[C:33]4[N:34]([CH3:38])[CH2:35][CH2:36][CH2:37][N:32]4[C:31](=[O:40])[N:30]=3)=[CH:20][CH:21]=2)=[CH:11][C:10]=1[C:24]([F:25])([F:26])[F:27]. (7) The product is: [CH3:10][C:11]1[CH:12]=[C:13]([CH:14]([C:2]2[CH:7]=[C:6]([CH3:8])[CH:5]=[C:4]([CH3:9])[CH:3]=2)[OH:15])[CH:16]=[C:17]([CH3:19])[CH:18]=1. Given the reactants Br[C:2]1[CH:3]=[C:4]([CH3:9])[CH:5]=[C:6]([CH3:8])[CH:7]=1.[CH3:10][C:11]1[CH:12]=[C:13]([CH:16]=[C:17]([CH3:19])[CH:18]=1)[CH:14]=[O:15].[Li]CCCC, predict the reaction product. (8) Given the reactants FC(F)(F)C(O)=O.[NH:8]1[CH2:13][CH2:12][CH:11]([N:14]2[CH2:22][C:21]3[C:16](=[CH:17][CH:18]=[CH:19][CH:20]=3)[C:15]2=[O:23])[CH2:10][CH2:9]1.[CH2:24]([O:26][C:27]1[CH:28]=[C:29]([CH:32]=[CH:33][C:34]=1[CH3:35])[CH:30]=O)[CH3:25].C([BH3-])#N.[Na+], predict the reaction product. The product is: [CH2:24]([O:26][C:27]1[CH:28]=[C:29]([CH:32]=[CH:33][C:34]=1[CH3:35])[CH2:30][N:8]1[CH2:13][CH2:12][CH:11]([N:14]2[CH2:22][C:21]3[C:16](=[CH:17][CH:18]=[CH:19][CH:20]=3)[C:15]2=[O:23])[CH2:10][CH2:9]1)[CH3:25]. (9) Given the reactants [C:1]([C:5]1[CH:15]=[CH:14][CH:13]=[CH:12][C:6]=1[O:7][CH:8]1[CH2:11][NH:10][CH2:9]1)([CH3:4])([CH3:3])[CH3:2].[C:16]1([S:22](Cl)(=[O:24])=[O:23])[CH:21]=[CH:20][CH:19]=[CH:18][CH:17]=1, predict the reaction product. The product is: [C:1]([C:5]1[CH:15]=[CH:14][CH:13]=[CH:12][C:6]=1[O:7][CH:8]1[CH2:9][N:10]([S:22]([C:16]2[CH:21]=[CH:20][CH:19]=[CH:18][CH:17]=2)(=[O:24])=[O:23])[CH2:11]1)([CH3:4])([CH3:2])[CH3:3].